Predict the product of the given reaction. From a dataset of Forward reaction prediction with 1.9M reactions from USPTO patents (1976-2016). (1) Given the reactants [C:1]([C:3]([C:6]1[CH:7]=[C:8]([CH:12]=[CH:13][CH:14]=1)[C:9]([OH:11])=O)([CH3:5])[CH3:4])#[N:2].C(Cl)(=O)C(Cl)=O.O1CCCC1.[NH2:26][C:27]1[C:28]([F:50])=[CH:29][C:30]([Cl:49])=[C:31]([CH:48]=1)[O:32][C:33]1[CH:34]=[CH:35][C:36]2[N:37]([CH:39]=[C:40]([NH:42][C:43]([CH:45]3[CH2:47][CH2:46]3)=[O:44])[N:41]=2)[N:38]=1, predict the reaction product. The product is: [Cl:49][C:30]1[C:31]([O:32][C:33]2[CH:34]=[CH:35][C:36]3[N:37]([CH:39]=[C:40]([NH:42][C:43]([CH:45]4[CH2:46][CH2:47]4)=[O:44])[N:41]=3)[N:38]=2)=[CH:48][C:27]([NH:26][C:9](=[O:11])[C:8]2[CH:12]=[CH:13][CH:14]=[C:6]([C:3]([C:1]#[N:2])([CH3:4])[CH3:5])[CH:7]=2)=[C:28]([F:50])[CH:29]=1. (2) Given the reactants [C:1]([O:5][C:6]([N:8]1[CH2:13][CH2:12][CH2:11][CH:10]([CH:14]=O)[CH:9]1[CH2:16][C:17]1[CH:22]=[CH:21][CH:20]=[CH:19][CH:18]=1)=[O:7])([CH3:4])([CH3:3])[CH3:2].[N:23]1([C:29](=[O:31])[CH3:30])[CH2:28][CH2:27][NH:26][CH2:25][CH2:24]1.C(O[BH-](OC(=O)C)OC(=O)C)(=O)C.[Na+], predict the reaction product. The product is: [C:1]([O:5][C:6]([N:8]1[CH2:13][CH2:12][CH2:11][CH:10]([CH2:14][N:26]2[CH2:27][CH2:28][N:23]([C:29](=[O:31])[CH3:30])[CH2:24][CH2:25]2)[CH:9]1[CH2:16][C:17]1[CH:18]=[CH:19][CH:20]=[CH:21][CH:22]=1)=[O:7])([CH3:2])([CH3:3])[CH3:4]. (3) Given the reactants [C:1]([C:3]1[C:4]([N:16]2[CH2:19][CH:18]([C:20]([OH:22])=O)[CH2:17]2)=[N:5][C:6]([CH2:14][F:15])=[C:7]([C:9]([O:11][CH2:12][CH3:13])=[O:10])[CH:8]=1)#[N:2].[F:23][C:24]1[CH:25]=[C:26]([CH2:30][S:31]([NH2:34])(=[O:33])=[O:32])[CH:27]=[CH:28][CH:29]=1, predict the reaction product. The product is: [C:1]([C:3]1[C:4]([N:16]2[CH2:17][CH:18]([C:20]([NH:34][S:31]([CH2:30][C:26]3[CH:27]=[CH:28][CH:29]=[C:24]([F:23])[CH:25]=3)(=[O:33])=[O:32])=[O:22])[CH2:19]2)=[N:5][C:6]([CH2:14][F:15])=[C:7]([CH:8]=1)[C:9]([O:11][CH2:12][CH3:13])=[O:10])#[N:2].